The task is: Predict the reactants needed to synthesize the given product.. This data is from Full USPTO retrosynthesis dataset with 1.9M reactions from patents (1976-2016). (1) The reactants are: [C:1]([C:4]1[S:5][CH:6]=[CH:7][CH:8]=1)(=O)[CH3:2].[S:9]1[CH:13]=[CH:12][CH:11]=[C:10]1[C:14]([CH2:16][C:17]#[N:18])=[O:15].C1(=O)CCCCC1.N1CCOCC1.[S]. Given the product [NH2:18][C:17]1[S:5][C:6]2[CH2:2][CH2:1][CH2:4][CH2:8][C:7]=2[C:16]=1[C:14]([C:10]1[S:9][CH:13]=[CH:12][CH:11]=1)=[O:15], predict the reactants needed to synthesize it. (2) Given the product [Cl:1][C:2]1[C:3]([OH:10])=[C:4]([CH3:9])[C:5]([OH:8])=[C:6]([C:20](=[O:21])[CH2:19][C:16]2[CH:17]=[CH:18][C:13]([O:12][CH3:11])=[CH:14][CH:15]=2)[CH:7]=1, predict the reactants needed to synthesize it. The reactants are: [Cl:1][C:2]1[CH:7]=[CH:6][C:5]([OH:8])=[C:4]([CH3:9])[C:3]=1[OH:10].[CH3:11][O:12][C:13]1[CH:18]=[CH:17][C:16]([CH2:19][C:20](O)=[O:21])=[CH:15][CH:14]=1.B(F)(F)F.CCOCC.